This data is from Reaction yield outcomes from USPTO patents with 853,638 reactions. The task is: Predict the reaction yield, written as a fraction of the theoretical maximum amount of product (1.0 means a 100% yield; for example, 0.34 means a 34% yield). (1) The reactants are [CH3:1][C:2]1[CH:11]=[C:10]([NH:12][C:13]2[CH:14]=[C:15]([C:19]3[CH:24]=[CH:23][CH:22]=[C:21]([CH:25]=O)[CH:20]=3)[CH:16]=[CH:17][CH:18]=2)[C:9]2[C:4](=[CH:5][CH:6]=[CH:7][CH:8]=2)[N:3]=1.[CH2:27]1[C:36]2[C:31](=[CH:32][CH:33]=[CH:34][CH:35]=2)[CH2:30][CH2:29][NH:28]1.[BH-](OC(C)=O)(OC(C)=O)OC(C)=O.[Na+].CC(O)=O. The catalyst is ClC(Cl)C. The product is [CH2:27]1[C:36]2[C:31](=[CH:32][CH:33]=[CH:34][CH:35]=2)[CH2:30][CH2:29][N:28]1[CH2:25][C:21]1[CH:20]=[C:19]([C:15]2[CH:16]=[CH:17][CH:18]=[C:13]([NH:12][C:10]3[C:9]4[C:4](=[CH:5][CH:6]=[CH:7][CH:8]=4)[N:3]=[C:2]([CH3:1])[CH:11]=3)[CH:14]=2)[CH:24]=[CH:23][CH:22]=1. The yield is 0.550. (2) The reactants are [CH3:1][CH:2]1[CH2:6][CH2:5][CH2:4][N:3]1[C:7]1[N:12]=[C:11]([NH:13][C:14]2[C:15]3[N:16]([CH:29]=[CH:30][N:31]=3)[N:17]=[C:18]([C:20]3[CH:21]=[C:22]([CH:26]=[CH:27][CH:28]=3)[C:23]([OH:25])=O)[CH:19]=2)[CH:10]=[CH:9][CH:8]=1.[NH2:32][CH:33]([CH3:36])[CH2:34][OH:35].CN1C=CN=C1.CCN=C=NCCCN(C)C. The catalyst is ClCCl.CN(C=O)C. The product is [OH:35][CH2:34][CH:33]([NH:32][C:23](=[O:25])[C:22]1[CH:26]=[CH:27][CH:28]=[C:20]([C:18]2[CH:19]=[C:14]([NH:13][C:11]3[CH:10]=[CH:9][CH:8]=[C:7]([N:3]4[CH2:4][CH2:5][CH2:6][CH:2]4[CH3:1])[N:12]=3)[C:15]3[N:16]([CH:29]=[CH:30][N:31]=3)[N:17]=2)[CH:21]=1)[CH3:36]. The yield is 0.140.